From a dataset of Peptide-MHC class I binding affinity with 185,985 pairs from IEDB/IMGT. Regression. Given a peptide amino acid sequence and an MHC pseudo amino acid sequence, predict their binding affinity value. This is MHC class I binding data. The peptide sequence is AVMLVHTYY. The MHC is HLA-B58:01 with pseudo-sequence HLA-B58:01. The binding affinity (normalized) is 0.394.